Dataset: Reaction yield outcomes from USPTO patents with 853,638 reactions. Task: Predict the reaction yield, written as a fraction of the theoretical maximum amount of product (1.0 means a 100% yield; for example, 0.34 means a 34% yield). (1) The reactants are [OH:1][C:2]([C:50]1[S:51][CH:52]=[CH:53][CH:54]=1)([C:45]1[S:46][CH:47]=[CH:48][CH:49]=1)[C:3]([O:5][C@H:6]1[CH2:11][CH2:10][C@H:9]([N:12]([CH2:14][CH2:15][N:16]2[C:20]3[CH:21]=[CH:22][C:23]([CH2:25][O:26][Si](C(C)(C)C)(C4C=CC=CC=4)C4C=CC=CC=4)=[CH:24][C:19]=3[O:18][C:17]2=[O:44])[CH3:13])[CH2:8][CH2:7]1)=[O:4].F.F.F.C(N(CC)CC)C.C(=O)(O)[O-].[Na+].C(Cl)(Cl)Cl. The catalyst is C1COCC1.CCO. The product is [OH:1][C:2]([C:45]1[S:46][CH:47]=[CH:48][CH:49]=1)([C:50]1[S:51][CH:52]=[CH:53][CH:54]=1)[C:3]([O:5][C@H:6]1[CH2:11][CH2:10][C@H:9]([N:12]([CH2:14][CH2:15][N:16]2[C:20]3[CH:21]=[CH:22][C:23]([CH2:25][OH:26])=[CH:24][C:19]=3[O:18][C:17]2=[O:44])[CH3:13])[CH2:8][CH2:7]1)=[O:4]. The yield is 0.700. (2) The reactants are Cl[C:2]1[C:11]2[C:6](=[CH:7][C:8]([O:14][CH3:15])=[C:9]([O:12][CH3:13])[CH:10]=2)[N:5]=[CH:4][C:3]=1[C:16]([NH2:18])=[O:17].[Cl:19][C:20]1[C:21]([CH3:27])=[C:22]([CH:24]=[CH:25][CH:26]=1)[NH2:23].C(O)(=O)C.[OH-].[Na+]. The catalyst is CN(C=O)C.O. The product is [Cl:19][C:20]1[C:21]([CH3:27])=[C:22]([CH:24]=[CH:25][CH:26]=1)[NH:23][C:2]1[C:11]2[C:6](=[CH:7][C:8]([O:14][CH3:15])=[C:9]([O:12][CH3:13])[CH:10]=2)[N:5]=[CH:4][C:3]=1[C:16]([NH2:18])=[O:17]. The yield is 0.790. (3) The reactants are Cl[C:2]1[C:3]([C:11]([OH:13])=[O:12])=[N:4][N:5]([CH3:10])[C:6](=[O:9])[C:7]=1[CH3:8].[F:14][C:15]1[CH:21]=[C:20]([I:22])[CH:19]=[CH:18][C:16]=1[NH2:17].[Li+].C[Si]([N-][Si](C)(C)C)(C)C. The catalyst is C1COCC1. The product is [F:14][C:15]1[CH:21]=[C:20]([I:22])[CH:19]=[CH:18][C:16]=1[NH:17][C:2]1[C:3]([C:11]([OH:13])=[O:12])=[N:4][N:5]([CH3:10])[C:6](=[O:9])[C:7]=1[CH3:8]. The yield is 0.380. (4) The reactants are C(Cl)(Cl)Cl.[Cl:5][C:6]1[CH:11]=[C:10]([Cl:12])[CH:9]=[CH:8][C:7]=1[CH:13]1[C:17]([OH:18])=[C:16]([C:19]([CH3:21])=[O:20])[CH2:15][S:14]1.S(Cl)(Cl)(=O)=O. The catalyst is O. The product is [Cl:5][C:6]1[CH:11]=[C:10]([Cl:12])[CH:9]=[CH:8][C:7]=1[C:13]1[S:14][CH:15]=[C:16]([C:19]([CH3:21])=[O:20])[C:17]=1[OH:18]. The yield is 0.910.